Predict the reaction yield, written as a fraction of the theoretical maximum amount of product (1.0 means a 100% yield; for example, 0.34 means a 34% yield). From a dataset of Reaction yield outcomes from USPTO patents with 853,638 reactions. (1) The reactants are [C:1]([C:3]1[C:4]([C:18]2[CH:23]=[CH:22][C:21]([N+:24]([O-:26])=[O:25])=[CH:20][CH:19]=2)=[N:5][S:6][C:7]=1[NH:8][C:9](=[O:17])OC1C=CC=CC=1)#[N:2].[O:27]1[CH2:32][CH2:31][N:30]([CH2:33][CH2:34][CH2:35][NH2:36])[CH2:29][CH2:28]1. The catalyst is O1CCOCC1. The product is [C:1]([C:3]1[C:4]([C:18]2[CH:19]=[CH:20][C:21]([N+:24]([O-:26])=[O:25])=[CH:22][CH:23]=2)=[N:5][S:6][C:7]=1[NH:8][C:9]([NH:36][CH2:35][CH2:34][CH2:33][N:30]1[CH2:31][CH2:32][O:27][CH2:28][CH2:29]1)=[O:17])#[N:2]. The yield is 0.800. (2) The reactants are [N+:1]([C:4]1[CH:5]=[C:6]([CH:31]=[CH:32][CH:33]=1)[C:7]([NH:9][C:10]1[CH:11]=[N:12][C:13]([N:16]2[C:20]([C:21]([F:24])([F:23])[F:22])=[CH:19][C:18]([C:25]3[CH:26]=[N:27][CH:28]=[CH:29][CH:30]=3)=[N:17]2)=[CH:14][CH:15]=1)=[O:8])([O-])=O. The catalyst is C(O)C.[Pd]. The product is [NH2:1][C:4]1[CH:5]=[C:6]([CH:31]=[CH:32][CH:33]=1)[C:7]([NH:9][C:10]1[CH:11]=[N:12][C:13]([N:16]2[C:20]([C:21]([F:23])([F:22])[F:24])=[CH:19][C:18]([C:25]3[CH:26]=[N:27][CH:28]=[CH:29][CH:30]=3)=[N:17]2)=[CH:14][CH:15]=1)=[O:8]. The yield is 0.430.